This data is from Forward reaction prediction with 1.9M reactions from USPTO patents (1976-2016). The task is: Predict the product of the given reaction. (1) Given the reactants [C:1]([O:5][C:6]([N:8]1[CH2:13][CH:12]=[C:11]([C:14]2[S:15][CH:16]=[CH:17][N:18]=2)[CH2:10][CH2:9]1)=[O:7])([CH3:4])([CH3:3])[CH3:2], predict the reaction product. The product is: [C:1]([O:5][C:6]([N:8]1[CH2:9][CH2:10][CH:11]([C:14]2[S:15][CH:16]=[CH:17][N:18]=2)[CH2:12][CH2:13]1)=[O:7])([CH3:4])([CH3:2])[CH3:3]. (2) Given the reactants Br[C:2]1[CH:7]=[CH:6][N:5]=[C:4]2[N:8]([CH2:11][O:12][CH2:13][CH2:14][Si:15]([CH3:18])([CH3:17])[CH3:16])[CH:9]=[CH:10][C:3]=12.[NH2:19][NH2:20].CO, predict the reaction product. The product is: [NH:19]([C:2]1[CH:7]=[CH:6][N:5]=[C:4]2[N:8]([CH2:11][O:12][CH2:13][CH2:14][Si:15]([CH3:18])([CH3:17])[CH3:16])[CH:9]=[CH:10][C:3]=12)[NH2:20]. (3) Given the reactants [NH2:1][C:2]1[C:7]([NH:8][CH2:9][C:10]#[N:11])=[C:6]([S:12][CH2:13][C:14]2[CH:19]=[CH:18][CH:17]=[C:16]([Cl:20])[C:15]=2[F:21])[N:5]=[C:4]([S:22][CH2:23][C:24]2[CH:29]=[CH:28][CH:27]=[C:26]([Cl:30])[C:25]=2[F:31])[N:3]=1.[OH-].[K+], predict the reaction product. The product is: [Cl:30][C:26]1[C:25]([F:31])=[C:24]([CH2:23][S:22][C:4]2[N:5]=[C:6]([S:12][CH2:13][C:14]3[CH:19]=[CH:18][CH:17]=[C:16]([Cl:20])[C:15]=3[F:21])[C:7]3[C:2](=[N:1][C:10]([NH2:11])=[CH:9][N:8]=3)[N:3]=2)[CH:29]=[CH:28][CH:27]=1. (4) Given the reactants [Br:1][C:2]1[CH:7]=[CH:6][C:5]([C:8]2[NH:13][C:12](=[O:14])[C:11]([CH:15]([NH:18][C:19]([CH:21]3[CH2:25][CH2:24][CH2:23][CH2:22]3)=O)[CH2:16][CH3:17])=[N:10][N:9]=2)=[CH:4][CH:3]=1.P(Cl)(Cl)(Cl)=O, predict the reaction product. The product is: [Br:1][C:2]1[CH:7]=[CH:6][C:5]([C:8]2[NH:13][C:12](=[O:14])[C:11]3=[C:15]([CH2:16][CH3:17])[N:18]=[C:19]([CH:21]4[CH2:25][CH2:24][CH2:23][CH2:22]4)[N:10]3[N:9]=2)=[CH:4][CH:3]=1. (5) The product is: [C:1]([O:5][C:6](=[O:15])[NH:7][C:8]1[CH:9]=[CH:10][C:11]([O:14][CH2:22][C:23]2[CH:28]=[CH:27][CH:26]=[CH:25][CH:24]=2)=[CH:12][CH:13]=1)([CH3:4])([CH3:2])[CH3:3]. Given the reactants [C:1]([O:5][C:6](=[O:15])[NH:7][C:8]1[CH:13]=[CH:12][C:11]([OH:14])=[CH:10][CH:9]=1)([CH3:4])([CH3:3])[CH3:2].C(=O)([O-])[O-].[K+].[K+].[CH2:22](Br)[C:23]1[CH:28]=[CH:27][CH:26]=[CH:25][CH:24]=1.O, predict the reaction product. (6) The product is: [C:16]([O:20][C:21]([N:23]1[CH2:28][CH2:27][CH:26]([NH:29][C:11]2[C:6]([CH2:5][C:4]([O:3][CH2:1][CH3:2])=[O:15])=[C:7]([Cl:14])[N:8]=[C:9]([Cl:13])[N:10]=2)[CH2:25][CH2:24]1)=[O:22])([CH3:19])([CH3:17])[CH3:18]. Given the reactants [CH2:1]([O:3][C:4](=[O:15])[CH2:5][C:6]1[C:7]([Cl:14])=[N:8][C:9]([Cl:13])=[N:10][C:11]=1Cl)[CH3:2].[C:16]([O:20][C:21]([N:23]1[CH2:28][CH2:27][CH:26]([NH2:29])[CH2:25][CH2:24]1)=[O:22])([CH3:19])([CH3:18])[CH3:17].C(N(CC)CC)C, predict the reaction product. (7) Given the reactants O=C[C@@H]([C@H]([C@@H]([C@@H](CO)O)O)O)O.C1C=[N+]([C@@H]2O[C@H](COP(OP(OC[C@H]3O[C@@H](N4C5N=CN=C(N)C=5N=C4)[C@H](OP(O)(O)=O)[C@@H]3O)(O)=O)(O)=O)[C@@H](O)[C@H]2O)C=C(C(N)=O)C=1.[CH2:61]([O:68][CH2:69][CH2:70][CH2:71][C:72](=[CH2:75])[CH:73]=[O:74])[C:62]1[CH:67]=[CH:66][CH:65]=[CH:64][CH:63]=1, predict the reaction product. The product is: [CH2:61]([O:68][CH2:69][CH2:70][CH2:71][CH:72]([CH3:75])[CH:73]=[O:74])[C:62]1[CH:67]=[CH:66][CH:65]=[CH:64][CH:63]=1. (8) Given the reactants [Cl:1][C:2]1[C:3]([I:16])=[C:4]([NH:10][CH:11]([CH2:14][CH3:15])[CH2:12][CH3:13])[C:5]([C:8]#[N:9])=[N:6][CH:7]=1.C(=O)([O-])[O-:18].[K+].[K+].OO, predict the reaction product. The product is: [Cl:1][C:2]1[C:3]([I:16])=[C:4]([NH:10][CH:11]([CH2:14][CH3:15])[CH2:12][CH3:13])[C:5]([C:8]([NH2:9])=[O:18])=[N:6][CH:7]=1. (9) The product is: [CH2:29]([S:30][C:2]1[C:3]([F:21])=[C:4]([F:20])[C:5]([NH:12][C:13]2[CH:18]=[CH:17][CH:16]=[CH:15][C:14]=2[F:19])=[C:6]([CH:11]=1)[C:7]([O:9][CH3:10])=[O:8])[C:23]1[CH:28]=[CH:27][CH:26]=[CH:25][CH:24]=1. Given the reactants Br[C:2]1[C:3]([F:21])=[C:4]([F:20])[C:5]([NH:12][C:13]2[CH:18]=[CH:17][CH:16]=[CH:15][C:14]=2[F:19])=[C:6]([CH:11]=1)[C:7]([O:9][CH3:10])=[O:8].P.[C:23]1([CH2:29][SH:30])[CH:28]=[CH:27][CH:26]=[CH:25][CH:24]=1, predict the reaction product.